From a dataset of Catalyst prediction with 721,799 reactions and 888 catalyst types from USPTO. Predict which catalyst facilitates the given reaction. (1) Reactant: Br[CH2:2][C:3]1[C:4]([I:10])=[CH:5][C:6]([F:9])=[N:7][CH:8]=1.[NH:11]1[CH2:16][CH2:15][CH:14]([OH:17])[CH2:13][CH2:12]1.C(N(C(C)C)CC)(C)C. Product: [F:9][C:6]1[N:7]=[CH:8][C:3]([CH2:2][N:11]2[CH2:16][CH2:15][CH:14]([OH:17])[CH2:13][CH2:12]2)=[C:4]([I:10])[CH:5]=1. The catalyst class is: 10. (2) Reactant: Cl[C:2]1[C:3]2[C:10]([C:11]3[CH:16]=[CH:15][CH:14]=[CH:13][CH:12]=3)=[C:9]([C:17]3[CH:22]=[CH:21][C:20]([OH:23])=[CH:19][CH:18]=3)[O:8][C:4]=2[N:5]=[CH:6][N:7]=1.[S:24]1[CH2:28][CH2:27][S:26][CH:25]1[CH2:29][NH2:30].CCN(C(C)C)C(C)C. Product: [S:24]1[CH2:28][CH2:27][S:26][CH:25]1[CH2:29][NH:30][C:2]1[C:3]2[C:10]([C:11]3[CH:16]=[CH:15][CH:14]=[CH:13][CH:12]=3)=[C:9]([C:17]3[CH:22]=[CH:21][C:20]([OH:23])=[CH:19][CH:18]=3)[O:8][C:4]=2[N:5]=[CH:6][N:7]=1. The catalyst class is: 51. (3) Reactant: [Br:1][C:2]1[CH:7]=[CH:6][C:5]([C:8]2([N:23]([CH3:25])[CH3:24])[CH2:13][CH2:12][C:11](CCC3C=CC=CC=3)([OH:14])[CH2:10][CH2:9]2)=[CH:4][CH:3]=1.C(OCC)C.Cl.[OH-].[Na+]. Product: [Br:1][C:2]1[CH:3]=[CH:4][C:5]([C:8]2([N:23]([CH3:25])[CH3:24])[CH2:9][CH2:10][C:11](=[O:14])[CH2:12][CH2:13]2)=[CH:6][CH:7]=1. The catalyst class is: 740. (4) Reactant: [OH-].[Na+].C([O:5][C:6]([C:8]1[CH:12]=[C:11]([C:13]2[N:14]=[C:15]([CH3:18])[NH:16][CH:17]=2)[N:10]([C:19]2[CH:20]=[N:21][C:22]([O:25][CH3:26])=[CH:23][CH:24]=2)[N:9]=1)=[O:7])C.Cl. Product: [CH3:18][C:15]1[NH:16][CH:17]=[C:13]([C:11]2[N:10]([C:19]3[CH:20]=[N:21][C:22]([O:25][CH3:26])=[CH:23][CH:24]=3)[N:9]=[C:8]([C:6]([OH:7])=[O:5])[CH:12]=2)[N:14]=1. The catalyst class is: 8. (5) Reactant: [C:1]([NH2:5])([CH3:4])([CH3:3])[CH3:2].[CH3:6][CH:7]1[S:11](=[O:13])(=[O:12])[O:10][CH2:9][CH2:8]1. Product: [C:1]([NH:5][CH2:9][CH2:8][CH:7]([S:11]([OH:13])(=[O:12])=[O:10])[CH3:6])([CH3:4])([CH3:3])[CH3:2]. The catalyst class is: 7.